This data is from Forward reaction prediction with 1.9M reactions from USPTO patents (1976-2016). The task is: Predict the product of the given reaction. (1) Given the reactants [CH3:1][N:2]1[C:6]([C:7]2[CH:12]=[CH:11][C:10]([C:13]([C:15]3[S:16][CH:17]=[CH:18][CH:19]=3)=[O:14])=[CH:9][CH:8]=2)=[CH:5][CH:4]=[C:3]1[C:20]#[N:21].[BH4-].[Na+], predict the reaction product. The product is: [OH:14][CH:13]([C:15]1[S:16][CH:17]=[CH:18][CH:19]=1)[C:10]1[CH:9]=[CH:8][C:7]([C:6]2[N:2]([CH3:1])[C:3]([C:20]#[N:21])=[CH:4][CH:5]=2)=[CH:12][CH:11]=1. (2) Given the reactants [O:1]=[C:2]([CH3:10])[CH2:3][C:4]([O:6][CH:7]([CH3:9])[CH3:8])=[O:5].CO[C:13](OC)([N:15]([CH3:17])[CH3:16])C, predict the reaction product. The product is: [CH3:13][N:15]([CH:17]=[C:3]([C:2](=[O:1])[CH3:10])[C:4]([O:6][CH:7]([CH3:9])[CH3:8])=[O:5])[CH3:16]. (3) Given the reactants [OH:1][CH2:2][C@@H:3]1[CH2:8][C:7]([C:9]2[N:10]=[C:11]([SH:14])[S:12][CH:13]=2)=[CH:6][CH2:5][N:4]1[C:15]([O:17][CH2:18][CH:19]=[CH2:20])=[O:16].[CH3:21][O:22][C:23]1[CH:30]=[CH:29][C:26]([CH2:27]Cl)=[CH:25][CH:24]=1.C(N(CC)CC)C.C(=O)([O-])O.[Na+], predict the reaction product. The product is: [OH:1][CH2:2][C@@H:3]1[CH2:8][C:7]([C:9]2[N:10]=[C:11]([S:14][CH2:27][C:26]3[CH:29]=[CH:30][C:23]([O:22][CH3:21])=[CH:24][CH:25]=3)[S:12][CH:13]=2)=[CH:6][CH2:5][N:4]1[C:15]([O:17][CH2:18][CH:19]=[CH2:20])=[O:16]. (4) Given the reactants [F-].[K+].Br[CH2:4][C:5]([O:7][CH2:8][CH3:9])=[O:6].[CH2:10]1[CH2:14][O:13][CH2:12][CH2:11]1, predict the reaction product. The product is: [CH:12]([C:11]1[CH:10]=[CH:14][C:14]([O:13][CH3:12])=[C:10]([CH2:4][C:5]([O:7][CH2:8][CH3:9])=[O:6])[CH:11]=1)=[O:13]. (5) Given the reactants FC(F)(F)C(OI(C1C=CC=CC=1)O[C:8](=[O:13])C(F)(F)F)=O.B(F)(F)F.CCOCC.[CH3:31][CH2:32][O:33][C:34]([C:36]([CH2:38][C:39]([C:41]([CH3:44])([CH3:43])[CH3:42])=O)=O)=[O:35].[CH3:45][NH:46][NH2:47], predict the reaction product. The product is: [CH2:32]([O:33][C:34]([C:36]1[N:46]([CH3:45])[N:47]=[C:39]([C:41]([CH3:42])([CH3:43])[CH3:44])[C:38]=1[O:13][CH3:8])=[O:35])[CH3:31]. (6) Given the reactants [Cl:1][C:2]1[CH:24]=[C:23]([C:25]([NH:27][CH2:28][C:29]2[CH:34]=[C:33]([OH:35])[CH:32]=[C:31]([OH:36])[CH:30]=2)=[O:26])[CH:22]=[CH:21][C:3]=1[C:4]([NH:6][C@H:7]([C:17]([O:19]C)=[O:18])[CH2:8][NH:9][C:10]([C:12]1[S:13][CH:14]=[CH:15][CH:16]=1)=[O:11])=[O:5].O.[OH-].[Li+].O, predict the reaction product. The product is: [Cl:1][C:2]1[CH:24]=[C:23]([C:25]([NH:27][CH2:28][C:29]2[CH:34]=[C:33]([OH:35])[CH:32]=[C:31]([OH:36])[CH:30]=2)=[O:26])[CH:22]=[CH:21][C:3]=1[C:4]([NH:6][C@H:7]([C:17]([OH:19])=[O:18])[CH2:8][NH:9][C:10]([C:12]1[S:13][CH:14]=[CH:15][CH:16]=1)=[O:11])=[O:5]. (7) Given the reactants [Cl:1][C:2]1[CH:7]=[CH:6][C:5]([C:8]2[N:12]([CH:13]3[CH2:15][CH2:14]3)[C:11](=[O:16])[N:10]([S:17]([C:20]3[CH:25]=[CH:24][C:23]([CH:26]=[O:27])=[CH:22][CH:21]=3)(=[O:19])=[O:18])[N:9]=2)=[CH:4][CH:3]=1.CC(=CC)C.Cl([O-])=[O:34].[Na+], predict the reaction product. The product is: [Cl:1][C:2]1[CH:7]=[CH:6][C:5]([C:8]2[N:12]([CH:13]3[CH2:15][CH2:14]3)[C:11](=[O:16])[N:10]([S:17]([C:20]3[CH:25]=[CH:24][C:23]([C:26]([OH:34])=[O:27])=[CH:22][CH:21]=3)(=[O:19])=[O:18])[N:9]=2)=[CH:4][CH:3]=1.